Dataset: Forward reaction prediction with 1.9M reactions from USPTO patents (1976-2016). Task: Predict the product of the given reaction. (1) Given the reactants [N+:1]([C:4]1[C:5]([NH:10][C:11]2[CH:16]=[CH:15][CH:14]=[CH:13][CH:12]=2)=[N:6][CH:7]=[CH:8][CH:9]=1)([O-])=O.CO.[NH2:19][C:20]1[N:27]=[CH:26][CH:25]=[CH:24][C:21]=1[CH:22]=O.[O-]S(S([O-])=O)=O.[Na+].[Na+], predict the reaction product. The product is: [C:11]1([N:10]2[C:5]3=[N:6][CH:7]=[CH:8][CH:9]=[C:4]3[N:1]=[C:22]2[C:21]2[C:20]([NH2:19])=[N:27][CH:26]=[CH:25][CH:24]=2)[CH:16]=[CH:15][CH:14]=[CH:13][CH:12]=1. (2) Given the reactants [NH2:1][C:2]1[C:11]2[CH:10]=[CH:9][CH:8]=[C:7](Br)[C:6]=2[N:5]=[C:4]2[CH2:13][N:14]([CH2:17][CH2:18][CH3:19])[C:15](=[O:16])[C:3]=12.[CH3:20][C:21]1[C:26]([CH3:27])=[CH:25][CH:24]=[CH:23][C:22]=1B(O)O, predict the reaction product. The product is: [NH2:1][C:2]1[C:11]2[CH:10]=[CH:9][CH:8]=[C:7]([C:22]3[CH:23]=[CH:24][CH:25]=[C:26]([CH3:27])[C:21]=3[CH3:20])[C:6]=2[N:5]=[C:4]2[CH2:13][N:14]([CH2:17][CH2:18][CH3:19])[C:15](=[O:16])[C:3]=12. (3) Given the reactants [OH:1]O.[Br:3][C:4]1[C:12]2[O:13][CH2:14][CH2:15][C:11]=2[C:10]2/[C:9](=[CH:16]/[C:17]#[N:18])/[CH2:8][CH2:7][C:6]=2[C:5]=1[Br:19].[OH-].[K+], predict the reaction product. The product is: [Br:3][C:4]1[C:12]2[O:13][CH2:14][CH2:15][C:11]=2[C:10]2[C:9]([CH2:16][C:17]([NH2:18])=[O:1])=[CH:8][CH2:7][C:6]=2[C:5]=1[Br:19]. (4) Given the reactants Br[C:2]1[CH:7]=[CH:6][C:5]([F:8])=[CH:4][C:3]=1[CH:9]=[CH2:10].[Li]CCCC.CN(C)[CH:18]=[O:19], predict the reaction product. The product is: [F:8][C:5]1[CH:6]=[CH:7][C:2]([CH:18]=[O:19])=[C:3]([CH:9]=[CH2:10])[CH:4]=1. (5) Given the reactants [F:1][C:2]1[CH:3]=[N:4][CH:5]=[CH:6][C:7]=1[C:8]1[C:9](=[O:34])[NH:10][C:11](=[O:33])[N:12]([CH2:14][CH2:15][CH2:16][N:17]2[CH2:22][C@H:21]3[C@:19]([C:23]4[CH:28]=[CH:27][C:26]([C:29]([F:32])([F:31])[F:30])=[CH:25][CH:24]=4)([CH2:20]3)[CH2:18]2)[CH:13]=1.[ClH:35], predict the reaction product. The product is: [ClH:35].[ClH:35].[F:1][C:2]1[CH:3]=[N:4][CH:5]=[CH:6][C:7]=1[C:8]1[C:9](=[O:34])[NH:10][C:11](=[O:33])[N:12]([CH2:14][CH2:15][CH2:16][N:17]2[CH2:22][C@H:21]3[C@:19]([C:23]4[CH:28]=[CH:27][C:26]([C:29]([F:31])([F:32])[F:30])=[CH:25][CH:24]=4)([CH2:20]3)[CH2:18]2)[CH:13]=1. (6) Given the reactants [C:1]([O:5][C:6]([N:8]([CH2:20][C:21]1[CH:29]=[CH:28][C:24]([C:25](O)=[O:26])=[CH:23][CH:22]=1)[CH2:9][C:10]1[CH:15]=[CH:14][C:13]([C:16]([O:18][CH3:19])=[O:17])=[CH:12][CH:11]=1)=[O:7])([CH3:4])([CH3:3])[CH3:2].CNCCN1CCC([N:40]([C:44]2[CH:49]=[CH:48][CH:47]=[CH:46][C:45]=2[C:50]2[CH:55]=[CH:54][CH:53]=[CH:52][CH:51]=2)[C:41](=[O:43])[O-:42])CC1.[CH2:56]([N:58]([CH2:61][CH3:62])[CH2:59][CH3:60])[CH3:57].Cl.[CH2:64]([N:66]=C=NCCCN(C)C)C.Cl[CH2:76]Cl, predict the reaction product. The product is: [C:45]1([C:50]2[CH:51]=[CH:52][CH:53]=[CH:54][CH:55]=2)[CH:46]=[CH:47][CH:48]=[CH:49][C:44]=1[NH:40][C:41]([O:42][CH:76]1[CH2:60][CH2:59][N:58]([CH2:61][CH2:62][N:66]([CH3:64])[C:25]([C:24]2[CH:23]=[CH:22][C:21]([CH2:20][N:8]([CH2:9][C:10]3[CH:15]=[CH:14][C:13]([C:16]([O:18][CH3:19])=[O:17])=[CH:12][CH:11]=3)[C:6]([O:5][C:1]([CH3:4])([CH3:3])[CH3:2])=[O:7])=[CH:29][CH:28]=2)=[O:26])[CH2:56][CH2:57]1)=[O:43]. (7) Given the reactants Cl.[Cl:2][C:3]1[C:4]([CH3:19])=[C:5]([S:9]([N:12]2[CH2:17][CH2:16][CH2:15][C@H:14]([NH2:18])[CH2:13]2)(=[O:11])=[O:10])[CH:6]=[CH:7][CH:8]=1.C(N(CC)[CH:24]([CH3:26])[CH3:25])(C)C.[Cl-].[C:30]([OH:36])(C(F)(F)F)=O.[C:37](#N)[CH3:38], predict the reaction product. The product is: [Cl:2][C:3]1[C:4]([CH3:19])=[C:5]([S:9]([N:12]2[CH2:17][CH2:16][CH2:15][C@H:14]([NH:18][C:30]([CH:25]3[CH2:24][CH2:26][CH2:38][CH2:37]3)=[O:36])[CH2:13]2)(=[O:10])=[O:11])[CH:6]=[CH:7][CH:8]=1. (8) The product is: [NH2:1][C:2]1[C:3]2[CH:11]=[CH:10][N:9]([C@@H:12]3[O:16][C:15]([CH2:27][OH:28])([CH2:17][OH:18])[C@@H:14]([O:19][Si:20]([C:23]([CH3:26])([CH3:25])[CH3:24])([CH3:21])[CH3:22])[CH2:13]3)[C:4]=2[N:5]=[C:6]([Cl:8])[N:7]=1. Given the reactants [NH2:1][C:2]1[C:3]2[CH:11]=[CH:10][N:9]([C@@H:12]3[O:16][C@H:15]([CH:17]=[O:18])[C@@H:14]([O:19][Si:20]([C:23]([CH3:26])([CH3:25])[CH3:24])([CH3:22])[CH3:21])[CH2:13]3)[C:4]=2[N:5]=[C:6]([Cl:8])[N:7]=1.[CH2:27]=[O:28].[OH-].[Na+].[BH4-].[Na+], predict the reaction product. (9) Given the reactants [C:1]([C:3]1[CH:8]=[C:7]([CH3:9])[CH:6]=[CH:5][C:4]=1[C:10]1[CH:15]=[C:14]([C:16]2[CH:17]=[N:18][CH:19]=[CH:20][C:21]=2[C:22]#[N:23])[CH:13]=[C:12]([C:24](O)=[O:25])[CH:11]=1)#[N:2].Cl.[O:28]1[CH2:33][CH2:32][N:31]([CH2:34][C@H:35]([NH2:37])[CH3:36])[CH2:30][CH2:29]1.F[P-](F)(F)(F)(F)F.C[N+](C)=C(N(C)C)ON1C2N=CC=CC=2N=N1.C(N(CC)C(C)C)(C)C, predict the reaction product. The product is: [C:1]([C:3]1[CH:8]=[C:7]([CH3:9])[CH:6]=[CH:5][C:4]=1[C:10]1[CH:15]=[C:14]([C:16]2[CH:17]=[N:18][CH:19]=[CH:20][C:21]=2[C:22]#[N:23])[CH:13]=[C:12]([C:24]([NH:37][C@H:35]([CH3:36])[CH2:34][N:31]2[CH2:32][CH2:33][O:28][CH2:29][CH2:30]2)=[O:25])[CH:11]=1)#[N:2]. (10) Given the reactants [CH3:1][N:2]1[C:7]2=[CH:8][N:9]([CH2:14][CH2:15][S:16][C:17]([C:30]3[CH:35]=[CH:34][CH:33]=[CH:32][CH:31]=3)([C:24]3[CH:29]=[CH:28][CH:27]=[CH:26][CH:25]=3)[C:18]3[CH:23]=[CH:22][CH:21]=[CH:20][CH:19]=3)[C:10](B(O)O)=[C:6]2[C:5](=[O:36])[N:4]([CH3:37])[C:3]1=[O:38].Br[C:40]1[CH:41]=[C:42]([CH:45]=[CH:46][CH:47]=1)[C:43]#[N:44].[OH-].[Ba+2].[OH-].O, predict the reaction product. The product is: [CH3:1][N:2]1[C:7]2=[CH:8][N:9]([CH2:14][CH2:15][S:16][C:17]([C:30]3[CH:35]=[CH:34][CH:33]=[CH:32][CH:31]=3)([C:24]3[CH:29]=[CH:28][CH:27]=[CH:26][CH:25]=3)[C:18]3[CH:23]=[CH:22][CH:21]=[CH:20][CH:19]=3)[C:10]([C:40]3[CH:41]=[C:42]([CH:45]=[CH:46][CH:47]=3)[C:43]#[N:44])=[C:6]2[C:5](=[O:36])[N:4]([CH3:37])[C:3]1=[O:38].